The task is: Predict the product of the given reaction.. This data is from Forward reaction prediction with 1.9M reactions from USPTO patents (1976-2016). (1) The product is: [Cl:1][C:2]1[CH:3]=[C:4]([CH:18]=[CH:19][C:20]=1[CH:21]([CH3:36])[C:22]([OH:35])([C:27]1[CH:32]=[CH:31][C:30](=[O:33])[N:29]([CH3:34])[CH:28]=1)[C:23]([F:25])([F:26])[F:24])[O:5][C:6]1[CH:13]=[CH:12][C:9]([C:10]([OH:38])=[O:11])=[C:8]([C:14]([F:15])([F:16])[F:17])[CH:7]=1. Given the reactants [Cl:1][C:2]1[CH:3]=[C:4]([CH:18]=[CH:19][C:20]=1[CH:21]([CH3:36])[C:22]([OH:35])([C:27]1[CH:32]=[CH:31][C:30](=[O:33])[N:29]([CH3:34])[CH:28]=1)[C:23]([F:26])([F:25])[F:24])[O:5][C:6]1[CH:13]=[CH:12][C:9]([CH:10]=[O:11])=[C:8]([C:14]([F:17])([F:16])[F:15])[CH:7]=1.Cl([O-])=[O:38].[Na+], predict the reaction product. (2) Given the reactants [CH3:1][N:2]1[C:6]([C:7]2[CH:8]=[C:9]([C@@H:13]([NH:17][C:18](=[O:24])[O:19][C:20]([CH3:23])([CH3:22])[CH3:21])[CH2:14][CH:15]=C)[CH:10]=[CH:11][CH:12]=2)=[C:5]([NH:25][C:26](=[O:31])[C@H:27]([CH3:30])[CH:28]=C)[CH:4]=[N:3]1, predict the reaction product. The product is: [CH3:1][N:2]1[N:3]=[CH:4][C:5]2[NH:25][C:26](=[O:31])[C@H:27]([CH3:28])[CH:30]=[CH:15][CH2:14][C@H:13]([NH:17][C:18](=[O:24])[O:19][C:20]([CH3:22])([CH3:23])[CH3:21])[C:9]3[CH:8]=[C:7]([CH:12]=[CH:11][CH:10]=3)[C:6]1=2.